Task: Predict the product of the given reaction.. Dataset: Forward reaction prediction with 1.9M reactions from USPTO patents (1976-2016) (1) Given the reactants [F:1][C:2]1[CH:36]=[CH:35][C:5]2[N:6]=[C:7]([C:9]3[CH:14]=[CH:13][C:12]([C:15]([N:17]4[CH2:24][CH2:23][N:22](C(OCC5C=CC=CC=5)=O)[CH2:21][C:18]54[CH2:20][CH2:19]5)=[O:16])=[CH:11][CH:10]=3)[O:8][C:4]=2[CH:3]=1, predict the reaction product. The product is: [F:1][C:2]1[CH:36]=[CH:35][C:5]2[N:6]=[C:7]([C:9]3[CH:10]=[CH:11][C:12]([C:15]([N:17]4[CH2:24][CH2:23][NH:22][CH2:21][C:18]54[CH2:19][CH2:20]5)=[O:16])=[CH:13][CH:14]=3)[O:8][C:4]=2[CH:3]=1. (2) The product is: [ClH:15].[CH3:17][O:11][C:10](=[O:12])[CH2:9][CH2:8][CH2:7][CH:4]1[CH2:5][CH2:6][NH:1][CH2:2][CH2:3]1. Given the reactants [NH:1]1[CH2:6][CH2:5][CH:4]([CH2:7][CH2:8][CH2:9][C:10]([OH:12])=[O:11])[CH2:3][CH2:2]1.S(Cl)([Cl:15])=O.[CH3:17]O, predict the reaction product. (3) Given the reactants Cl[C:2]1[CH:7]=[C:6]([Cl:8])[N:5]=[C:4]([S:9][CH3:10])[N:3]=1.C(N(CC)CC)C.[C:18]([O:22][C:23]([N:25]1[CH2:30][CH2:29][NH:28][CH2:27][CH2:26]1)=[O:24])([CH3:21])([CH3:20])[CH3:19], predict the reaction product. The product is: [C:18]([O:22][C:23]([N:25]1[CH2:30][CH2:29][N:28]([C:2]2[CH:7]=[C:6]([Cl:8])[N:5]=[C:4]([S:9][CH3:10])[N:3]=2)[CH2:27][CH2:26]1)=[O:24])([CH3:21])([CH3:19])[CH3:20]. (4) Given the reactants COC1C=C(OC)C=CC=1C[N:6]1[CH2:14][C:13]2[C:12]([F:15])=[C:11]([NH:16][C@@H:17]3[CH2:22][CH2:21][CH2:20][CH2:19][C@@H:18]3[NH:23]C(=O)OC(C)(C)C)[N:10]=[C:9]([C:31]3[CH:32]=[N:33][N:34]4[CH:39]=[CH:38][CH:37]=[CH:36][C:35]=34)[C:8]=2[C:7]1=[O:40].C(O)(C(F)(F)F)=O, predict the reaction product. The product is: [NH2:23][C@H:18]1[CH2:19][CH2:20][CH2:21][CH2:22][C@H:17]1[NH:16][C:11]1[N:10]=[C:9]([C:31]2[CH:32]=[N:33][N:34]3[CH:39]=[CH:38][CH:37]=[CH:36][C:35]=23)[C:8]2[C:7](=[O:40])[NH:6][CH2:14][C:13]=2[C:12]=1[F:15]. (5) Given the reactants [Li][C:2](C)(C)C.[S:6]1[CH:10]=[CH:9][C:8]2[CH:11]=[CH:12][CH:13]=[CH:14][C:7]1=2.C1COCC1.IC, predict the reaction product. The product is: [CH3:2][C:10]1[S:6][C:7]2[CH:14]=[CH:13][CH:12]=[CH:11][C:8]=2[CH:9]=1.